Dataset: Full USPTO retrosynthesis dataset with 1.9M reactions from patents (1976-2016). Task: Predict the reactants needed to synthesize the given product. Given the product [CH2:9]([O:16][C:17](=[O:24])[CH2:18][NH:19][C:20](=[O:23])[CH2:21][NH:22][C:38](=[O:39])[CH2:25][CH2:26][CH2:27][CH2:28][CH2:29][CH2:30][CH2:31][CH2:32][CH2:33][CH2:34][CH2:35][CH2:36][CH3:37])[C:10]1[CH:11]=[CH:12][CH:13]=[CH:14][CH:15]=1, predict the reactants needed to synthesize it. The reactants are: C(N(CC)CC)C.Cl.[CH2:9]([O:16][C:17](=[O:24])[CH2:18][NH:19][C:20](=[O:23])[CH2:21][NH2:22])[C:10]1[CH:15]=[CH:14][CH:13]=[CH:12][CH:11]=1.[CH2:25]([C:38](O)=[O:39])[CH2:26][CH2:27][CH2:28][CH2:29][CH2:30][CH2:31][CH2:32][CH2:33][CH2:34][CH2:35][CH2:36][CH3:37].Cl.C(N=C=NCCCN(C)C)C.